This data is from Forward reaction prediction with 1.9M reactions from USPTO patents (1976-2016). The task is: Predict the product of the given reaction. (1) The product is: [CH3:1][C:2]1[CH2:7][CH2:6][C@@H:5]([C:8](=[O:9])[CH2:10][CH3:11])[CH2:4][CH:3]=1. Given the reactants [CH3:1][C:2]1[CH2:7][CH2:6][C@@H:5]([CH:8]=[O:9])[CH2:4][CH:3]=1.[CH2:10]([Mg]Br)[CH3:11].C[N+]1([O-])CCOCC1, predict the reaction product. (2) Given the reactants [F:1][C:2]1[N:7]=[CH:6][C:5]([C:8]2[CH2:12][N:11](C(OC(C)(C)C)=O)[C:10](=[O:20])[CH:9]=2)=[CH:4][CH:3]=1.C(O)(C(F)(F)F)=O, predict the reaction product. The product is: [F:1][C:2]1[N:7]=[CH:6][C:5]([C:8]2[CH2:12][NH:11][C:10](=[O:20])[CH:9]=2)=[CH:4][CH:3]=1.